This data is from Forward reaction prediction with 1.9M reactions from USPTO patents (1976-2016). The task is: Predict the product of the given reaction. (1) Given the reactants C([O:3][C:4]([C:6]1[NH:7][C:8]([C:12]#[N:13])=[N:9][C:10]=1[CH3:11])=[O:5])C.Br[CH2:15][C:16]1[CH:20]=[C:19]([C:21]2[S:22][C:23]([Cl:26])=[CH:24][CH:25]=2)[O:18][N:17]=1.C([O-])([O-])=[O:28].[K+].[K+], predict the reaction product. The product is: [C:12]([C:8]1[N:7]([CH2:15][C:16]2[CH:20]=[C:19]([C:21]3[S:22][C:23]([Cl:26])=[CH:24][CH:25]=3)[O:18][N:17]=2)[C:6]([C:4]([OH:3])=[O:5])=[C:10]([CH3:11])[N:9]=1)(=[O:28])[NH2:13]. (2) Given the reactants [OH:1][C:2]1[CH:3]=[C:4]([CH:18]=[CH:19][CH:20]=1)[C:5](=[O:17])[CH:6]=[CH:7][C:8]1[CH:13]=[CH:12][C:11]2[O:14][CH2:15][O:16][C:10]=2[CH:9]=1.Br[C:22](Br)([CH2:25][CH3:26])[CH2:23][CH3:24].C(=O)([O-])[O-].[K+].[K+].[K+].[Br-:35], predict the reaction product. The product is: [Br:35][CH2:24][CH2:23][CH2:22][CH2:25][CH2:26][O:1][C:2]1[CH:3]=[C:4]([CH:18]=[CH:19][CH:20]=1)[C:5](=[O:17])[CH:6]=[CH:7][C:8]1[CH:13]=[CH:12][C:11]2[O:14][CH2:15][O:16][C:10]=2[CH:9]=1. (3) Given the reactants [O:1]1[CH2:6][CH:5]=[C:4]([C:7]2[CH:8]=[CH:9][C:10]3[NH:15][C:14](=[O:16])[CH2:13][N:12]([C:17]([NH:19][CH:20]([C:24]4[CH:29]=[CH:28][C:27]([O:30][C:31]([F:34])([F:33])[F:32])=[CH:26][CH:25]=4)[CH2:21][O:22][CH3:23])=[O:18])[C:11]=3[N:35]=2)[CH2:3][CH2:2]1.C([O-])=O.[NH4+], predict the reaction product. The product is: [CH3:23][O:22][CH2:21][CH:20]([NH:19][C:17]([N:12]1[CH2:13][C:14](=[O:16])[NH:15][C:10]2[CH:9]=[CH:8][C:7]([CH:4]3[CH2:3][CH2:2][O:1][CH2:6][CH2:5]3)=[N:35][C:11]1=2)=[O:18])[C:24]1[CH:29]=[CH:28][C:27]([O:30][C:31]([F:34])([F:33])[F:32])=[CH:26][CH:25]=1. (4) The product is: [F:1][C:2]1[CH:3]=[N:4][C:5]2[C:10]([C:11]=1[CH2:12][C:13]([C:15]13[CH2:20][CH2:19][C:18]([NH:23][C:24](=[O:30])[O:25][C:26]([CH3:27])([CH3:28])[CH3:29])([CH2:21][CH2:22]1)[CH2:17][O:16]3)=[O:14])=[N:9][C:8]([O:31][CH3:32])=[CH:7][CH:6]=2. Given the reactants [F:1][C:2]1[CH:3]=[N:4][C:5]2[C:10]([C:11]=1[CH2:12][CH:13]([C:15]13[CH2:22][CH2:21][C:18]([NH:23][C:24](=[O:30])[O:25][C:26]([CH3:29])([CH3:28])[CH3:27])([CH2:19][CH2:20]1)[CH2:17][O:16]3)[OH:14])=[N:9][C:8]([O:31][CH3:32])=[CH:7][CH:6]=2.CC(OI1(OC(C)=O)(OC(C)=O)OC(=O)C2C=CC=CC1=2)=O, predict the reaction product. (5) The product is: [CH3:1][O:2][C:3]1[CH:4]=[CH:5][C:6]([C:12]([O:14][CH3:20])=[O:13])=[C:7]2[C:11]=1[O:10][CH:9]=[CH:8]2. Given the reactants [CH3:1][O:2][C:3]1[CH:4]=[CH:5][C:6]([C:12]([OH:14])=[O:13])=[C:7]2[C:11]=1[O:10][CH:9]=[CH:8]2.S(=O)(=O)(O)O.[CH3:20]O, predict the reaction product. (6) Given the reactants Br[C:2]1[CH:15]=[CH:14][CH:13]=[C:12]([F:16])[C:3]=1[O:4][Si:5]([C:8]([CH3:11])([CH3:10])[CH3:9])([CH3:7])[CH3:6].[Br-].[CH:18]1([Zn+])[CH2:21][CH2:20][CH2:19]1, predict the reaction product. The product is: [CH:18]1([C:2]2[CH:15]=[CH:14][CH:13]=[C:12]([F:16])[C:3]=2[O:4][Si:5]([C:8]([CH3:11])([CH3:10])[CH3:9])([CH3:7])[CH3:6])[CH2:21][CH2:20][CH2:19]1. (7) Given the reactants [CH2:1]([NH:8][CH:9]([C:14]1[CH:19]=[CH:18][CH:17]=[CH:16][CH:15]=1)[C:10]([O:12][CH3:13])=[O:11])[C:2]1[CH:7]=[CH:6][CH:5]=[CH:4][CH:3]=1.N1C=CC=CC=1.[N+:26]([C:29]1[CH:37]=[CH:36][C:32]([C:33](Cl)=[O:34])=[CH:31][CH:30]=1)([O-:28])=[O:27], predict the reaction product. The product is: [CH2:1]([N:8]([CH:9]([C:14]1[CH:19]=[CH:18][CH:17]=[CH:16][CH:15]=1)[C:10]([O:12][CH3:13])=[O:11])[C:33](=[O:34])[C:32]1[CH:31]=[CH:30][C:29]([N+:26]([O-:28])=[O:27])=[CH:37][CH:36]=1)[C:2]1[CH:3]=[CH:4][CH:5]=[CH:6][CH:7]=1. (8) Given the reactants [Br:1][C:2]1[CH:7]=[CH:6][C:5]([C:8](=[N:22][O:23][CH2:24][CH3:25])[CH:9]2[CH2:14][CH2:13][N:12]([C:15]3([CH3:21])[CH2:20][CH2:19][NH:18][CH2:17][CH2:16]3)[CH2:11][CH2:10]2)=[CH:4][CH:3]=1.[Cl:26][C:27]1[CH:36]=[C:35]2[C:30]([C:31]([C:37](O)=[O:38])=[CH:32][CH:33]=[N:34]2)=[CH:29][C:28]=1[CH3:40].CCN(CC)CC.CN(C(ON1N=NC2C=CC=NC1=2)=[N+](C)C)C.F[P-](F)(F)(F)(F)F, predict the reaction product. The product is: [Br:1][C:2]1[CH:7]=[CH:6][C:5](/[C:8](=[N:22]/[O:23][CH2:24][CH3:25])/[CH:9]2[CH2:10][CH2:11][N:12]([C:15]3([CH3:21])[CH2:20][CH2:19][N:18]([C:37]([C:31]4[C:30]5[C:35](=[CH:36][C:27]([Cl:26])=[C:28]([CH3:40])[CH:29]=5)[N:34]=[CH:33][CH:32]=4)=[O:38])[CH2:17][CH2:16]3)[CH2:13][CH2:14]2)=[CH:4][CH:3]=1.